This data is from Catalyst prediction with 721,799 reactions and 888 catalyst types from USPTO. The task is: Predict which catalyst facilitates the given reaction. Reactant: [CH2:1]([N:8]1[CH:17]=[C:16]([CH:18]=O)[C:15]2[C:10](=[CH:11][CH:12]=[CH:13][CH:14]=2)[C:9]1=[O:20])[C:2]1[CH:7]=[CH:6][CH:5]=[CH:4][CH:3]=1.[CH3:21][C:22]1[N:23]([CH2:31][C:32]([O:34][CH3:35])=[O:33])[C:24]2[C:29]([CH:30]=1)=[CH:28][CH:27]=[CH:26][CH:25]=2.C([SiH](CC)CC)C.FC(F)(F)C(O)=O.C([O-])(O)=O.[Na+]. Product: [CH2:1]([N:8]1[CH:17]=[C:16]([CH2:18][C:30]2[C:29]3[C:24](=[CH:25][CH:26]=[CH:27][CH:28]=3)[N:23]([CH2:31][C:32]([O:34][CH3:35])=[O:33])[C:22]=2[CH3:21])[C:15]2[C:10](=[CH:11][CH:12]=[CH:13][CH:14]=2)[C:9]1=[O:20])[C:2]1[CH:3]=[CH:4][CH:5]=[CH:6][CH:7]=1. The catalyst class is: 2.